From a dataset of Reaction yield outcomes from USPTO patents with 853,638 reactions. Predict the reaction yield, written as a fraction of the theoretical maximum amount of product (1.0 means a 100% yield; for example, 0.34 means a 34% yield). (1) The reactants are [Br:1][C:2]1[CH:3]=[CH:4][C:5]([OH:11])=[C:6]([C:8](=[O:10])[CH3:9])[CH:7]=1.C([O-])([O-])=O.[K+].[K+].[CH2:18]([O:20][C:21](=[O:24])[CH2:22]Br)[CH3:19]. The catalyst is CN(C=O)C. The product is [CH2:18]([O:20][C:21](=[O:24])[CH2:22][O:11][C:5]1[CH:4]=[CH:3][C:2]([Br:1])=[CH:7][C:6]=1[C:8](=[O:10])[CH3:9])[CH3:19]. The yield is 0.970. (2) The reactants are [CH2:1]([O:5][N:6]=[CH:7][C:8]1[CH:13]=[CH:12][C:11]([F:14])=[CH:10][CH:9]=1)[CH:2]([CH3:4])[CH3:3].C([BH3-])#N.[Na+]. No catalyst specified. The product is [F:14][C:11]1[CH:10]=[CH:9][C:8]([CH2:7][NH:6][O:5][CH2:1][CH:2]([CH3:4])[CH3:3])=[CH:13][CH:12]=1. The yield is 0.650. (3) The reactants are [CH3:1][C:2]1[O:6][N:5]=[C:4]([C:7]2[CH:12]=[CH:11][CH:10]=[CH:9][CH:8]=2)[C:3]=1[CH2:13][O:14][C:15]1[N:20]=[CH:19][C:18]([NH2:21])=[CH:17][CH:16]=1.[CH:22]1([C:25](Cl)=[O:26])[CH2:24][CH2:23]1.C(OC(C)C)(C)C. No catalyst specified. The product is [CH3:1][C:2]1[O:6][N:5]=[C:4]([C:7]2[CH:12]=[CH:11][CH:10]=[CH:9][CH:8]=2)[C:3]=1[CH2:13][O:14][C:15]1[N:20]=[CH:19][C:18]([NH:21][C:25]([CH:22]2[CH2:24][CH2:23]2)=[O:26])=[CH:17][CH:16]=1. The yield is 0.710.